This data is from Forward reaction prediction with 1.9M reactions from USPTO patents (1976-2016). The task is: Predict the product of the given reaction. (1) The product is: [CH3:22][N:23]1[CH2:28][CH2:27][N:26]([CH2:29][N:1]2[C:9]3[C:4](=[CH:5][CH:6]=[CH:7][CH:8]=3)[C:3]3([C:13]4=[CH:14][C:15]5[O:19][CH2:18][O:17][C:16]=5[CH:20]=[C:12]4[O:11][CH2:10]3)[C:2]2=[O:21])[CH2:25][CH2:24]1. Given the reactants [NH:1]1[C:9]2[C:4](=[CH:5][CH:6]=[CH:7][CH:8]=2)[C:3]2([C:13]3=[CH:14][C:15]4[O:19][CH2:18][O:17][C:16]=4[CH:20]=[C:12]3[O:11][CH2:10]2)[C:2]1=[O:21].[CH3:22][N:23]1[CH2:28][CH2:27][NH:26][CH2:25][CH2:24]1.[CH2:29]=O, predict the reaction product. (2) The product is: [CH3:11][O:10][C:3]1[C:2]([CH:24]([NH:23][S:21]([C:17]([CH3:19])([CH3:18])[CH3:20])=[O:22])[CH2:25][CH:26]([CH3:32])[C:27]([O:29][CH2:30][CH3:31])=[O:28])=[C:7]([O:8][CH3:9])[CH:6]=[CH:5][N:4]=1. Given the reactants Br[C:2]1[C:3]([O:10][CH3:11])=[N:4][CH:5]=[CH:6][C:7]=1[O:8][CH3:9].[Li]CCCC.[C:17]([S:21]([N:23]=[CH:24][CH2:25][CH:26]([CH3:32])[C:27]([O:29][CH2:30][CH3:31])=[O:28])=[O:22])([CH3:20])([CH3:19])[CH3:18].[NH4+].[Cl-], predict the reaction product.